Dataset: Peptide-MHC class I binding affinity with 185,985 pairs from IEDB/IMGT. Task: Regression. Given a peptide amino acid sequence and an MHC pseudo amino acid sequence, predict their binding affinity value. This is MHC class I binding data. The peptide sequence is IGVSHPLSI. The MHC is Mamu-B52 with pseudo-sequence Mamu-B52. The binding affinity (normalized) is 0.521.